From a dataset of Experimentally validated miRNA-target interactions with 360,000+ pairs, plus equal number of negative samples. Binary Classification. Given a miRNA mature sequence and a target amino acid sequence, predict their likelihood of interaction. (1) The miRNA is hsa-miR-509-3p with sequence UGAUUGGUACGUCUGUGGGUAG. The protein sequence of the target gene is MPPAGLRRAAPLTAIALLVLGAPLVLAGEDCLWYLDRNGSWHPGFNCEFFTFCCGTCYHRYCCRDLTLLITERQQKHCLAFSPKTIAGIASAVILFVAVVATTICCFLCSCCYLYRRRQQLQSPFEGQEIPMTGIPVQPVYPYPQDPKAGPAPPQPGFIYPPSGPAPQYPLYPAGPPVYNPAAPPPYMPPQPSYPGA. Result: 0 (no interaction). (2) The miRNA is hsa-miR-509-3-5p with sequence UACUGCAGACGUGGCAAUCAUG. The protein sequence of the target gene is MALPHDSNETSYLLPPNNEDWGRQTIPDFVYGQKDLMAEGIQWPRNAPGIPDALPQSPFDAALCSAWKQRVELGLFRYRLRELQTQILPGAVGFVAQLNVERGVQRRPPQTIKSVRQAFDPVQFNFNKIRPGEVLFRLHREPDLPGTLLQEDILVVINVSPLEWGHVLLVPEPARQLPQRLLPGALRAGIEAVLLSLHPGFRVGFNSLGGLASVNHLHLHGYYLAHRLPVEQAPSEPLDPGGHLHLLQDLPAPGFLFYTRGPGPDLESLISRVCRATDYLTDHEIAHNLFVTRGAPPGKT.... Result: 0 (no interaction). (3) The miRNA is hsa-miR-6838-5p with sequence AAGCAGCAGUGGCAAGACUCCU. The protein sequence of the target gene is MQLQFRSWMLAALTLLVVFLIFADISEIEEEIGNSGGRGTIRSAVNSLHSKSNRAEVVINGSSSPAVVDRSNESIKHNIQPASSKWRHNQTLSLRIRKQILKFLDAEKDISVLKGTLKPGDIIHYIFDRDSTMNVSQNLYELLPRTSPLKNKHFGTCAIVGNSGVLLNSGCGQEIDAHSFVIRCNLAPVQEYARDVGLKTDLVTMNPSVIQRAFEDLVNATWREKLLQRLHSLNGSILWIPAFMARGGKERVEWVNELILKHHVNVRTAYPSLRLLHAVRGYWLTNKVHIKRPTTGLLMY.... Result: 0 (no interaction). (4) The miRNA is mmu-miR-105 with sequence CCAAGUGCUCAGAUGCUUGUGGU. The protein sequence of the target gene is MNSTLFSKVENHSIHYNASENSPLLAFENDDCHLPLAVIFTLALAYGAVIILGVSGNLALIIIILKQKEMRNVTNILIVNLSFSDLLVAVMCLPFTFVYTLMDHWVFGETMCKLNPFVQCVSITVSIFSLVLIAVERHQLIINPRGWRPNNRHAYIGITVIWVLAVASSLPFVIYQILTDEPFQNVSLAAFKDKYVCFDKFPSDSHRLSYTTLLLVLQYFGPLCFIFICYFKIYIRLKRRNNMMDKIRDSKYRSSETKRINIMLLSIVVAFAVCWLPLTIFNTVFDWNHQIIATCNHNLL.... Result: 1 (interaction).